From a dataset of Catalyst prediction with 721,799 reactions and 888 catalyst types from USPTO. Predict which catalyst facilitates the given reaction. (1) Reactant: [CH2:1]([O:3][C:4](=[O:33])[C:5]([O:30][CH2:31][CH3:32])=[CH:6][C:7]1[CH:12]=[CH:11][C:10]([CH2:13][CH2:14][N:15]([C:23]([O:25][C:26]([CH3:29])([CH3:28])[CH3:27])=[O:24])[CH2:16][CH2:17][CH2:18][CH2:19][CH2:20][CH2:21][CH3:22])=[CH:9][CH:8]=1)C.[Mg]. Product: [CH3:1][O:3][C:4](=[O:33])[CH:5]([O:30][CH2:31][CH3:32])[CH2:6][C:7]1[CH:12]=[CH:11][C:10]([CH2:13][CH2:14][N:15]([C:23]([O:25][C:26]([CH3:28])([CH3:27])[CH3:29])=[O:24])[CH2:16][CH2:17][CH2:18][CH2:19][CH2:20][CH2:21][CH3:22])=[CH:9][CH:8]=1. The catalyst class is: 5. (2) Reactant: [CH2:1]([C:3]1[CH:4]=[N:5][N:6]([CH3:17])[C:7]=1[C:8]1[CH:9]=[C:10]([C:13]([O:15][CH3:16])=[O:14])[S:11][CH:12]=1)[CH3:2].C1C(=O)N([Cl:25])C(=O)C1. Product: [Cl:25][C:4]1[C:3]([CH2:1][CH3:2])=[C:7]([C:8]2[CH:9]=[C:10]([C:13]([O:15][CH3:16])=[O:14])[S:11][CH:12]=2)[N:6]([CH3:17])[N:5]=1. The catalyst class is: 9. (3) Reactant: Cl[C:2]1[C:3]2[C:10]([I:11])=[CH:9][N:8]([C@@H:12]3[CH2:15][C@H:14]([CH2:16][N:17]4[CH2:22][CH2:21][N:20]([CH3:23])[C:19](=[O:24])[CH2:18]4)[CH2:13]3)[C:4]=2[N:5]=[CH:6][N:7]=1.[NH3:25]. The catalyst class is: 12. Product: [NH2:25][C:2]1[C:3]2[C:10]([I:11])=[CH:9][N:8]([C@@H:12]3[CH2:15][C@H:14]([CH2:16][N:17]4[CH2:22][CH2:21][N:20]([CH3:23])[C:19](=[O:24])[CH2:18]4)[CH2:13]3)[C:4]=2[N:5]=[CH:6][N:7]=1.